From a dataset of Reaction yield outcomes from USPTO patents with 853,638 reactions. Predict the reaction yield, written as a fraction of the theoretical maximum amount of product (1.0 means a 100% yield; for example, 0.34 means a 34% yield). (1) The reactants are [CH3:1][O:2][C:3](=[O:16])[C:4]1[CH:9]=[C:8](I)[C:7]([C:11]([F:14])([F:13])[F:12])=[CH:6][C:5]=1[NH2:15].CCN(CC)CC.[CH3:24][O:25][CH2:26][C:27]#[CH:28]. The catalyst is O1CCOCC1.Cl[Pd](Cl)([P](C1C=CC=CC=1)(C1C=CC=CC=1)C1C=CC=CC=1)[P](C1C=CC=CC=1)(C1C=CC=CC=1)C1C=CC=CC=1.[Cu]I. The product is [CH3:1][O:2][C:3](=[O:16])[C:4]1[CH:9]=[C:8]([C:28]#[C:27][CH2:26][O:25][CH3:24])[C:7]([C:11]([F:14])([F:13])[F:12])=[CH:6][C:5]=1[NH2:15]. The yield is 0.780. (2) The reactants are Br[C:2]1[CH:3]=[CH:4][C:5]([OH:10])=[C:6]([CH:9]=1)[CH:7]=[O:8].CC([O-])=O.[K+].[CH3:16][C:17]1([CH3:33])[C:21]([CH3:23])([CH3:22])[O:20][B:19]([B:19]2[O:20][C:21]([CH3:23])([CH3:22])[C:17]([CH3:33])([CH3:16])[O:18]2)[O:18]1. The catalyst is O1CCOCC1.C1C=CC(P(C2C=CC=CC=2)[C-]2C=CC=C2)=CC=1.C1C=CC(P(C2C=CC=CC=2)[C-]2C=CC=C2)=CC=1.Cl[Pd]Cl.[Fe+2]. The product is [OH:10][C:5]1[CH:4]=[CH:3][C:2]([B:19]2[O:20][C:21]([CH3:23])([CH3:22])[C:17]([CH3:33])([CH3:16])[O:18]2)=[CH:9][C:6]=1[CH:7]=[O:8]. The yield is 0.780. (3) The yield is 0.650. The product is [CH3:1][O:2][C:3]1[CH:4]=[CH:5][C:6]([C:7]([NH:9][C:10]2[C:11]([NH:16][C:35]([C:26]3[CH:27]=[CH:28][C:29]4[C:34](=[CH:33][CH:32]=[CH:31][CH:30]=4)[CH:25]=3)=[O:36])=[CH:12][CH:13]=[CH:14][CH:15]=2)=[O:8])=[CH:17][CH:18]=1. The reactants are [CH3:1][O:2][C:3]1[CH:18]=[CH:17][C:6]([C:7]([NH:9][C:10]2[C:11]([NH2:16])=[CH:12][CH:13]=[CH:14][CH:15]=2)=[O:8])=[CH:5][CH:4]=1.N1C=CC=CC=1.[CH:25]1[C:34]2[C:29](=[CH:30][CH:31]=[CH:32][CH:33]=2)[CH:28]=[CH:27][C:26]=1[C:35](Cl)=[O:36].Cl. The catalyst is C(Cl)(Cl)Cl.C(OCC)(=O)C. (4) The reactants are C(NC(C)C)(C)C.C([Li])CCC.[F:13][C:14]([F:28])([F:27])[CH2:15][CH:16]([S:18]([C:21]1[CH:26]=[CH:25][CH:24]=[CH:23][CH:22]=1)(=[O:20])=[O:19])[CH3:17].[I:29]I. The catalyst is O1CCCC1. The product is [F:28][C:14]([F:13])([F:27])[CH2:15][C:16]([I:29])([S:18]([C:21]1[CH:26]=[CH:25][CH:24]=[CH:23][CH:22]=1)(=[O:19])=[O:20])[CH3:17]. The yield is 0.870. (5) The reactants are Cl[C:2]1[N:7]=[C:6]([C:8]2[NH:16][C:15]3[C:14]4([CH2:21][CH2:20][N:19]([C:22]([O:24][C:25]([CH3:28])([CH3:27])[CH3:26])=[O:23])[CH2:18][CH2:17]4)[CH2:13][N:12]([CH2:29][C:30]4[CH:35]=[CH:34][C:33]([O:36][CH3:37])=[CH:32][CH:31]=4)[C:11](=[O:38])[C:10]=3[CH:9]=2)[CH:5]=[CH:4][N:3]=1.[O:39]1[C:43]2[CH:44]=[CH:45][CH:46]=[CH:47][C:42]=2[CH:41]=[C:40]1B(O)O. The catalyst is O1CCOCC1.[Pd](Cl)Cl.C1(P(C2C=CC=CC=2)[C-]2C=CC=C2)C=CC=CC=1.[C-]1(P(C2C=CC=CC=2)C2C=CC=CC=2)C=CC=C1.[Fe+2]. The product is [O:39]1[C:43]2[CH:44]=[CH:45][CH:46]=[CH:47][C:42]=2[CH:41]=[C:40]1[C:2]1[N:7]=[C:6]([C:8]2[NH:16][C:15]3[C:14]4([CH2:21][CH2:20][N:19]([C:22]([O:24][C:25]([CH3:28])([CH3:27])[CH3:26])=[O:23])[CH2:18][CH2:17]4)[CH2:13][N:12]([CH2:29][C:30]4[CH:35]=[CH:34][C:33]([O:36][CH3:37])=[CH:32][CH:31]=4)[C:11](=[O:38])[C:10]=3[CH:9]=2)[CH:5]=[CH:4][N:3]=1. The yield is 0.700. (6) The reactants are [F:1][C:2]([F:14])([F:13])[C:3]1[CH:8]=[CH:7][C:6]([CH2:9][C:10](O)=[O:11])=[CH:5][CH:4]=1.B.O.C(=O)([O-])[O-].[K+].[K+]. The catalyst is O1CCCC1. The product is [F:1][C:2]([F:13])([F:14])[C:3]1[CH:4]=[CH:5][C:6]([CH2:9][CH2:10][OH:11])=[CH:7][CH:8]=1. The yield is 0.800.